Task: Predict the product of the given reaction.. Dataset: Forward reaction prediction with 1.9M reactions from USPTO patents (1976-2016) (1) The product is: [Cl:8][C:3]1[C:2]([N:14]2[CH2:15][CH2:16][CH:11]([O:10][CH3:9])[CH2:12][CH2:13]2)=[CH:7][CH:6]=[CH:5][N:4]=1. Given the reactants Br[C:2]1[C:3]([Cl:8])=[N:4][CH:5]=[CH:6][CH:7]=1.[CH3:9][O:10][CH:11]1[CH2:16][CH2:15][NH:14][CH2:13][CH2:12]1.CC1(C)C2C=CC=C(P(C3C=CC=CC=3)C3C=CC=CC=3)C=2OC2C1=CC=CC=2P(C1C=CC=CC=1)C1C=CC=CC=1.CC(C)([O-])C.[Na+], predict the reaction product. (2) Given the reactants [O:1]1[CH:5]=[CH:4][CH:3]=[C:2]1[C:6]1[C:11](I)=[C:10]([S:13][CH3:14])[N:9]=[C:8]([NH2:15])[N:7]=1.C([Sn](CCCC)(CCCC)[C:21]([O:23][CH2:24][CH3:25])=[CH2:22])CCC.C(=O)([O-])[O-].[Cs+].[Cs+], predict the reaction product. The product is: [CH2:24]([O:23][C:21]([C:11]1[C:6]([C:2]2[O:1][CH:5]=[CH:4][CH:3]=2)=[N:7][C:8]([NH2:15])=[N:9][C:10]=1[S:13][CH3:14])=[CH2:22])[CH3:25]. (3) The product is: [OH:25][CH:24]([C:7]1[C:8]([C:18]2[CH:23]=[CH:22][CH:21]=[CH:20][CH:19]=2)=[N:9][N:10]2[C:15]([O:16][CH3:17])=[CH:14][CH:13]=[CH:12][C:11]=12)[C:26]1[N:31]=[C:30]([C:32]([O:34][CH3:35])=[O:33])[CH:29]=[CH:28][CH:27]=1. Given the reactants C([Li])CCC.Br[C:7]1[C:8]([C:18]2[CH:23]=[CH:22][CH:21]=[CH:20][CH:19]=2)=[N:9][N:10]2[C:15]([O:16][CH3:17])=[CH:14][CH:13]=[CH:12][C:11]=12.[CH:24]([C:26]1[N:31]=[C:30]([C:32]([O:34][CH3:35])=[O:33])[CH:29]=[CH:28][CH:27]=1)=[O:25].[Cl-].[NH4+], predict the reaction product. (4) Given the reactants [NH2:1][C:2]1[N:3]=[CH:4][C:5]([C:8]2[C:9]([F:19])=[C:10]([OH:18])[C:11]([CH:14]3[CH2:17][CH2:16][CH2:15]3)=[CH:12][CH:13]=2)=[N:6][CH:7]=1.Br[CH2:21][C:22]1[CH:27]=[CH:26][C:25]([CH3:28])=[C:24]([CH3:29])[CH:23]=1, predict the reaction product. The product is: [CH:14]1([C:11]2[CH:12]=[CH:13][C:8]([C:5]3[N:6]=[CH:7][C:2]([NH2:1])=[N:3][CH:4]=3)=[C:9]([F:19])[C:10]=2[O:18][CH2:21][C:22]2[CH:27]=[CH:26][C:25]([CH3:28])=[C:24]([CH3:29])[CH:23]=2)[CH2:15][CH2:16][CH2:17]1. (5) Given the reactants [Br:1][C:2]1[C:8]([F:9])=[CH:7][C:5]([NH2:6])=[C:4]([C:10]#[C:11][Si](C)(C)C)[CH:3]=1.O, predict the reaction product. The product is: [Br:1][C:2]1[CH:3]=[C:4]2[C:5](=[CH:7][C:8]=1[F:9])[NH:6][CH:11]=[CH:10]2. (6) Given the reactants [CH3:1][O:2][C:3]1[C:8]2[C:9]([CH3:15])=[C:10]([C:12]([OH:14])=O)[O:11][C:7]=2[CH:6]=[CH:5][C:4]=1[CH2:16][O:17]C(=O)C(F)(F)F.[C:24]([O:28][C:29](=[O:51])[C@@H:30]([NH:34][S:35]([C:38]1[CH:43]=[CH:42][C:41]([C:44]2[CH:49]=[CH:48][C:47]([NH2:50])=[CH:46][CH:45]=2)=[CH:40][CH:39]=1)(=[O:37])=[O:36])[CH:31]([CH3:33])[CH3:32])([CH3:27])([CH3:26])[CH3:25].F[P-](F)(F)(F)(F)F.N1(O[P+](N(C)C)(N(C)C)N(C)C)C2C=CC=CC=2N=N1.C(N(CC)C(C)C)(C)C, predict the reaction product. The product is: [C:24]([O:28][C:29](=[O:51])[C@@H:30]([NH:34][S:35]([C:38]1[CH:39]=[CH:40][C:41]([C:44]2[CH:45]=[CH:46][C:47]([NH:50][C:12]([C:10]3[O:11][C:7]4[CH:6]=[CH:5][C:4]([CH2:16][OH:17])=[C:3]([O:2][CH3:1])[C:8]=4[C:9]=3[CH3:15])=[O:14])=[CH:48][CH:49]=2)=[CH:42][CH:43]=1)(=[O:37])=[O:36])[CH:31]([CH3:33])[CH3:32])([CH3:26])([CH3:27])[CH3:25]. (7) Given the reactants [C:1]([C:3]1[CH:11]=[CH:10][C:6]([C:7]([OH:9])=O)=[CH:5][CH:4]=1)#[N:2].Cl.[NH2:13][CH2:14][CH2:15][CH2:16][C:17]([O:19][CH2:20][CH3:21])=[O:18].C1C=CC2N(O)N=NC=2C=1.CCN=C=NCCCN(C)C, predict the reaction product. The product is: [C:1]([C:3]1[CH:4]=[CH:5][C:6]([C:7]([NH:13][CH2:14][CH2:15][CH2:16][C:17]([O:19][CH2:20][CH3:21])=[O:18])=[O:9])=[CH:10][CH:11]=1)#[N:2]. (8) Given the reactants [Cl:1][C:2]1[CH:3]=[C:4]2[C:8](=[CH:9][CH:10]=1)[C@H:7]([N:11]1[C:19]3[C:14](=[CH:15][C:16]([CH:20]=O)=[CH:17][CH:18]=3)[CH:13]=[N:12]1)[CH2:6][CH2:5]2.[N:22]1([CH2:27][CH2:28][N:29]2[C:33](=[O:34])[CH2:32][S:31][C:30]2=[O:35])[CH2:26][CH2:25][CH2:24][CH2:23]1, predict the reaction product. The product is: [Cl:1][C:2]1[CH:3]=[C:4]2[C:8](=[CH:9][CH:10]=1)[C@H:7]([N:11]1[C:19]3[C:14](=[CH:15][C:16](/[CH:20]=[C:32]4/[C:33](=[O:34])[N:29]([CH2:28][CH2:27][N:22]5[CH2:26][CH2:25][CH2:24][CH2:23]5)[C:30](=[O:35])[S:31]/4)=[CH:17][CH:18]=3)[CH:13]=[N:12]1)[CH2:6][CH2:5]2.